This data is from Full USPTO retrosynthesis dataset with 1.9M reactions from patents (1976-2016). The task is: Predict the reactants needed to synthesize the given product. (1) Given the product [ClH:33].[O:15]1[CH2:16][CH2:17][CH2:18][CH:14]1[C:12]([NH2:11])=[O:13], predict the reactants needed to synthesize it. The reactants are: BrC1C(N2CCC[C@@H](NC(=O)OC(C)(C)C)C2)=C2C([NH:11][C:12]([CH:14]3[CH2:18][CH2:17][CH2:16][O:15]3)=[O:13])=CNC2=NC=1.[ClH:33]. (2) Given the product [Br:1][C:2]1[CH:3]=[C:4]([O:12][CH3:13])[C:5]([Cl:11])=[C:6]([C:7]([C:23]2[CH:24]=[CH:25][C:20]([O:26][CH2:27][CH3:28])=[CH:21][CH:22]=2)=[O:9])[CH:10]=1, predict the reactants needed to synthesize it. The reactants are: [Br:1][C:2]1[CH:3]=[C:4]([O:12][CH3:13])[C:5]([Cl:11])=[C:6]([CH:10]=1)[C:7]([OH:9])=O.C(Cl)(=O)C(Cl)=O.[C:20]1([O:26][CH2:27][CH3:28])[CH:25]=[CH:24][CH:23]=[CH:22][CH:21]=1.[Al+3].[Cl-].[Cl-].[Cl-]. (3) Given the product [I:1][C:2]1[CH:7]=[CH:6][C:5]([O:8][CH2:10][CH2:11][C:12]2[CH:13]3[CH2:18][CH:15]([CH2:16][CH:17]=2)[C:14]3([CH3:19])[CH3:20])=[CH:4][CH:3]=1, predict the reactants needed to synthesize it. The reactants are: [I:1][C:2]1[CH:7]=[CH:6][C:5]([OH:8])=[CH:4][CH:3]=1.Br[CH2:10][CH2:11][C:12]1[CH:13]2[CH2:18][CH:15]([CH2:16][CH:17]=1)[C:14]2([CH3:20])[CH3:19].C([O-])([O-])=O.[K+].[K+]. (4) Given the product [OH:2][C:3]1[CH:4]=[CH:5][C:6]([CH2:9][CH2:10][CH2:11][C:12]([OH:14])=[O:13])=[CH:7][CH:8]=1, predict the reactants needed to synthesize it. The reactants are: C[O:2][C:3]1[CH:8]=[CH:7][C:6]([CH2:9][CH2:10][CH2:11][C:12]([OH:14])=[O:13])=[CH:5][CH:4]=1.B(Br)(Br)Br.C(=O)(O)[O-].[Na+]. (5) Given the product [CH3:30][S:31]([NH:1][C:2]1[CH:3]=[C:4]([S:8]([N:11]2[C@@H:16]([CH3:17])[CH2:15][N:14]([CH2:18][C:19]([NH:21][C:22]3[CH:27]=[CH:26][CH:25]=[CH:24][C:23]=3[CH3:28])=[O:20])[CH2:13][C@H:12]2[CH3:29])(=[O:9])=[O:10])[CH:5]=[CH:6][CH:7]=1)(=[O:33])=[O:32], predict the reactants needed to synthesize it. The reactants are: [NH2:1][C:2]1[CH:3]=[C:4]([S:8]([N:11]2[C@@H:16]([CH3:17])[CH2:15][N:14]([CH2:18][C:19]([NH:21][C:22]3[CH:27]=[CH:26][CH:25]=[CH:24][C:23]=3[CH3:28])=[O:20])[CH2:13][C@H:12]2[CH3:29])(=[O:10])=[O:9])[CH:5]=[CH:6][CH:7]=1.[CH3:30][S:31](Cl)(=[O:33])=[O:32].C([O-])([O-])=O.[K+].[K+]. (6) Given the product [OH:28][C:23]1[CH:24]=[C:25]2[C:20](=[CH:21][CH:22]=1)[CH:19]=[C:18]([CH2:17][N:16]([CH3:15])[C:8]([C:7]1[C:6]3[CH:11]=[CH:12][CH:13]=[CH:14][C:5]=3[O:4][C:3]=1[CH2:1][CH3:2])=[O:9])[CH:27]=[CH:26]2, predict the reactants needed to synthesize it. The reactants are: [CH2:1]([C:3]1[O:4][C:5]2[CH:14]=[CH:13][CH:12]=[CH:11][C:6]=2[C:7]=1[C:8](Cl)=[O:9])[CH3:2].[CH3:15][NH:16][CH2:17][C:18]1[CH:19]=[C:20]2[C:25](=[CH:26][CH:27]=1)[CH:24]=[C:23]([OH:28])[CH:22]=[CH:21]2.C(N(CC)CC)C.CCCCCC. (7) Given the product [CH3:52][C:51]1[O:50][N:49]=[CH:48][C:47]=1[CH2:46][N:1]1[C:9]2[C:4](=[CH:5][CH:6]=[CH:7][CH:8]=2)[C:3]2([C:13]3=[CH:14][C:15]4[O:19][CH2:18][O:17][C:16]=4[CH:20]=[C:12]3[O:11][CH2:10]2)[C:2]1=[O:21], predict the reactants needed to synthesize it. The reactants are: [NH:1]1[C:9]2[C:4](=[CH:5][CH:6]=[CH:7][CH:8]=2)[C:3]2([C:13]3=[CH:14][C:15]4[O:19][CH2:18][O:17][C:16]=4[CH:20]=[C:12]3[O:11][CH2:10]2)[C:2]1=[O:21].CC1(C)COC2=CC3OCC4(C=3C=C12)C1C(=CC=CC=1)NC4=O.Br[CH2:46][C:47]1[CH:48]=[N:49][O:50][C:51]=1[CH3:52].BrCC1OC(C(F)(F)F)=CC=1.